From a dataset of Reaction yield outcomes from USPTO patents with 853,638 reactions. Predict the reaction yield, written as a fraction of the theoretical maximum amount of product (1.0 means a 100% yield; for example, 0.34 means a 34% yield). (1) The reactants are C(O[C:4](=[O:16])[CH:5](Br)[C:6]1[CH:11]=[CH:10][C:9]([N+:12]([O-:14])=[O:13])=[CH:8][CH:7]=1)C.[NH:17]1[C:26]2[C:21](=[CH:22][CH:23]=[CH:24][CH:25]=2)[CH2:20][NH:19][C:18]1=[S:27]. The catalyst is C(O)C. The product is [N+:12]([C:9]1[CH:8]=[CH:7][C:6]([CH:5]2[S:27][C:18]3=[N:17][C:26]4[C:21]([CH2:20][N:19]3[C:4]2=[O:16])=[CH:22][CH:23]=[CH:24][CH:25]=4)=[CH:11][CH:10]=1)([O-:14])=[O:13]. The yield is 0.880. (2) The reactants are [Cl:1][C:2]1[CH:3]=[CH:4][C:5]([NH:8][C:9](=[O:29])[C:10]2[CH:15]=[C:14](I)[CH:13]=[CH:12][C:11]=2[NH:17][C:18]([CH:20]2[CH2:25][CH2:24][N:23]([CH:26]([CH3:28])[CH3:27])[CH2:22][CH2:21]2)=[O:19])=[N:6][CH:7]=1.[Cl-].[Li+].C([Sn](CCCC)(CCCC)[C:37]1[CH:42]=[CH:41][N:40]=[CH:39][CH:38]=1)CCC. The catalyst is O1CCOCC1.Cl[Pd](Cl)([P](C1C=CC=CC=1)(C1C=CC=CC=1)C1C=CC=CC=1)[P](C1C=CC=CC=1)(C1C=CC=CC=1)C1C=CC=CC=1. The product is [Cl:1][C:2]1[CH:3]=[CH:4][C:5]([NH:8][C:9](=[O:29])[C:10]2[CH:15]=[C:14]([C:37]3[CH:42]=[CH:41][N:40]=[CH:39][CH:38]=3)[CH:13]=[CH:12][C:11]=2[NH:17][C:18]([CH:20]2[CH2:25][CH2:24][N:23]([CH:26]([CH3:28])[CH3:27])[CH2:22][CH2:21]2)=[O:19])=[N:6][CH:7]=1. The yield is 0.200.